From a dataset of Catalyst prediction with 721,799 reactions and 888 catalyst types from USPTO. Predict which catalyst facilitates the given reaction. (1) Reactant: [C:1]1([C:13]2[C:14](=[O:27])[NH:15][C:16](=[O:26])[C:17]=2[C:18]2[CH:23]=[CH:22][CH:21]=[C:20]([O:24][CH3:25])[CH:19]=2)[C:11]2=[C:12]3[C:7](=[CH:8][CH:9]=[CH:10]2)[CH2:6][CH2:5][CH2:4][N:3]3[CH:2]=1.[Mg]. Product: [C:1]1([C@H:13]2[C@H:17]([C:18]3[CH:23]=[CH:22][CH:21]=[C:20]([O:24][CH3:25])[CH:19]=3)[C:16](=[O:26])[NH:15][C:14]2=[O:27])[C:11]2=[C:12]3[C:7](=[CH:8][CH:9]=[CH:10]2)[CH2:6][CH2:5][CH2:4][N:3]3[CH:2]=1. The catalyst class is: 125. (2) Reactant: [N:1]1[CH:6]=[CH:5][C:4]([C:7]2[N:8]=[C:9]([C@H:12]3[CH2:16][CH2:15][CH2:14][N:13]3C(OC(C)(C)C)=O)[S:10][CH:11]=2)=[CH:3][CH:2]=1.[ClH:24]. Product: [N:1]1[CH:2]=[CH:3][C:4]([C:7]2[N:8]=[C:9]([C@H:12]3[CH2:16][CH2:15][CH2:14][NH:13]3)[S:10][CH:11]=2)=[CH:5][CH:6]=1.[ClH:24]. The catalyst class is: 135.